This data is from Full USPTO retrosynthesis dataset with 1.9M reactions from patents (1976-2016). The task is: Predict the reactants needed to synthesize the given product. Given the product [Br:1][C:2]1[CH:3]=[N:4][C:5]2[N:6]([N:8]=[C:9]([C:11]([N:26]3[CH2:25][CH2:24][C:23]4[C:28](=[CH:29][C:20]([N:14]5[CH2:19][CH2:18][O:17][CH2:16][CH2:15]5)=[CH:21][CH:22]=4)[CH2:27]3)=[O:13])[CH:10]=2)[CH:7]=1, predict the reactants needed to synthesize it. The reactants are: [Br:1][C:2]1[CH:3]=[N:4][C:5]2[N:6]([N:8]=[C:9]([C:11]([OH:13])=O)[CH:10]=2)[CH:7]=1.[N:14]1([C:20]2[CH:29]=[C:28]3[C:23]([CH2:24][CH2:25][NH:26][CH2:27]3)=[CH:22][CH:21]=2)[CH2:19][CH2:18][O:17][CH2:16][CH2:15]1.